This data is from Full USPTO retrosynthesis dataset with 1.9M reactions from patents (1976-2016). The task is: Predict the reactants needed to synthesize the given product. (1) Given the product [CH3:1][O:2][C:3]([C:5]1[N:6]([C:19]2[CH:20]=[CH:21][C:16]([O:15][CH3:14])=[CH:17][CH:18]=2)[C:7]2[C:12]([CH:13]=1)=[CH:11][CH:10]=[CH:9][CH:8]=2)=[O:4], predict the reactants needed to synthesize it. The reactants are: [CH3:1][O:2][C:3]([C:5]1[NH:6][C:7]2[C:12]([CH:13]=1)=[CH:11][CH:10]=[CH:9][CH:8]=2)=[O:4].[CH3:14][O:15][C:16]1[CH:21]=[CH:20][C:19](B(O)O)=[CH:18][CH:17]=1.N1C=CC=CC=1.C([O-])(O)=O.[Na+]. (2) Given the product [C:13]([O:17][C:18](=[O:19])[NH:20][C:21]1([C:24](=[O:25])[NH:2][CH2:3][C:4]([C:6]2[CH:11]=[CH:10][C:9]([Br:12])=[CH:8][CH:7]=2)=[O:5])[CH2:22][CH2:23]1)([CH3:16])([CH3:14])[CH3:15], predict the reactants needed to synthesize it. The reactants are: Cl.[NH2:2][CH2:3][C:4]([C:6]1[CH:11]=[CH:10][C:9]([Br:12])=[CH:8][CH:7]=1)=[O:5].[C:13]([O:17][C:18]([NH:20][C:21]1([C:24](O)=[O:25])[CH2:23][CH2:22]1)=[O:19])([CH3:16])([CH3:15])[CH3:14].CN(C(ON1N=NC2C=CC=NC1=2)=[N+](C)C)C.F[P-](F)(F)(F)(F)F.CCN(C(C)C)C(C)C.